This data is from Full USPTO retrosynthesis dataset with 1.9M reactions from patents (1976-2016). The task is: Predict the reactants needed to synthesize the given product. Given the product [NH2:21][C:17]1[O:18][CH2:19][CH2:20][C@:15]2([C:4]3[C:5](=[N:6][CH:7]=[C:2]([Br:1])[CH:3]=3)[O:8][C:9]3[C:14]2=[CH:13][C:12]([NH:41][C:39]([C:36]2[CH:35]=[N:34][C:33]([O:32][CH3:31])=[CH:38][N:37]=2)=[O:40])=[CH:11][CH:10]=3)[N:16]=1, predict the reactants needed to synthesize it. The reactants are: [Br:1][C:2]1[CH:3]=[C:4]2[C@:15]3([CH2:20][CH2:19][O:18][C:17]([NH:21]C(=O)C4C=CC=CC=4)=[N:16]3)[C:14]3[C:9](=[CH:10][CH:11]=[C:12](I)[CH:13]=3)[O:8][C:5]2=[N:6][CH:7]=1.[CH3:31][O:32][C:33]1[N:34]=[CH:35][C:36]([C:39]([NH2:41])=[O:40])=[N:37][CH:38]=1.N.